From a dataset of Catalyst prediction with 721,799 reactions and 888 catalyst types from USPTO. Predict which catalyst facilitates the given reaction. (1) Reactant: [N@:1]1([C:8]([O:10][C:11]([CH3:14])([CH3:13])[CH3:12])=[O:9])[CH2:3][CH:2]1[C:4]([O:6][CH3:7])=[O:5].[CH3:15][O:16][C:17]1[CH:39]=[CH:38][C:20]([CH2:21][O:22][C@H:23]([C@H:25]([CH2:33][CH2:34][CH:35]([CH3:37])[CH3:36])[C@@H:26]([O:29][CH2:30][CH2:31][CH3:32])[CH2:27][OH:28])[CH3:24])=[CH:19][CH:18]=1.B(F)(F)F.O(CC)CC.C([O-])(O)=O.[Na+]. Product: [C:11]([O:10][C:8]([NH:1][C@@H:2]([CH2:3][O:28][CH2:27][C@H:26]([O:29][CH2:30][CH2:31][CH3:32])[C@H:25]([C@@H:23]([O:22][CH2:21][C:20]1[CH:19]=[CH:18][C:17]([O:16][CH3:15])=[CH:39][CH:38]=1)[CH3:24])[CH2:33][CH2:34][CH:35]([CH3:37])[CH3:36])[C:4]([O:6][CH3:7])=[O:5])=[O:9])([CH3:12])([CH3:13])[CH3:14]. The catalyst class is: 2. (2) Reactant: [N:1]1[CH:6]=[CH:5][CH:4]=[C:3](/[CH:7]=[CH:8]/[CH2:9][C:10]([OH:12])=O)[CH:2]=1.C(Cl)(=O)C(Cl)=O.[NH2:19][CH2:20][CH2:21][NH:22][C:23](=[O:29])[O:24][C:25]([CH3:28])([CH3:27])[CH3:26].CCN(CC)CC. Product: [N:1]1[CH:6]=[CH:5][CH:4]=[C:3](/[CH:7]=[CH:8]/[CH2:9][C:10]([NH:19][CH2:20][CH2:21][NH:22][C:23](=[O:29])[O:24][C:25]([CH3:27])([CH3:26])[CH3:28])=[O:12])[CH:2]=1. The catalyst class is: 59. (3) Reactant: C([O:3][C:4](=O)[CH2:5][CH2:6][C@@H:7]1[CH2:11][C:10]([F:13])([F:12])[CH2:9][N:8]1[C:14]([O:16][C:17]([CH3:20])([CH3:19])[CH3:18])=[O:15])C.[H-].[H-].[H-].[H-].[Li+].[Al+3].OS([O-])(=O)=O.[Na+]. Product: [F:13][C:10]1([F:12])[CH2:9][N:8]([C:14]([O:16][C:17]([CH3:18])([CH3:19])[CH3:20])=[O:15])[C@H:7]([CH2:6][CH2:5][CH2:4][OH:3])[CH2:11]1. The catalyst class is: 1. (4) Reactant: [ClH:1].Cl.[N:3]12[CH2:11][CH2:10][CH:7]([CH2:8][CH2:9]1)[NH:6][CH2:5][CH2:4]2.C(N(CC)CC)C.[S:19]1[C:23]([C:24]([Cl:26])=[O:25])=[CH:22][C:21]2[CH:27]=[CH:28][CH:29]=[CH:30][C:20]1=2. Product: [ClH:26].[ClH:1].[N:3]12[CH2:11][CH2:10][CH:7]([CH2:8][CH2:9]1)[N:6]([C:24]([C:23]1[S:19][C:20]3[CH:30]=[CH:29][CH:28]=[CH:27][C:21]=3[CH:22]=1)=[O:25])[CH2:5][CH2:4]2. The catalyst class is: 1. (5) Reactant: [N:1]1([CH2:6][C@@H:7]2[CH2:11][CH2:10][CH2:9][NH:8]2)[CH2:5][CH2:4][CH2:3][CH2:2]1.CCN(CC)CC.[CH:19]([N:22]1[C:26]([C:27]2[N:36]=[C:35]3[N:29]([CH2:30][CH2:31][O:32][C:33]4[CH:40]=[CH:39][C:38]([S:41](Cl)(=[O:43])=[O:42])=[CH:37][C:34]=43)[CH:28]=2)=[N:25][CH:24]=[N:23]1)([CH3:21])[CH3:20]. Product: [CH:19]([N:22]1[C:26]([C:27]2[N:36]=[C:35]3[C:34]4[CH:37]=[C:38]([S:41]([N:8]5[CH2:9][CH2:10][CH2:11][C@H:7]5[CH2:6][N:1]5[CH2:5][CH2:4][CH2:3][CH2:2]5)(=[O:43])=[O:42])[CH:39]=[CH:40][C:33]=4[O:32][CH2:31][CH2:30][N:29]3[CH:28]=2)=[N:25][CH:24]=[N:23]1)([CH3:21])[CH3:20]. The catalyst class is: 2. (6) Reactant: [OH-].[Na+].[Cl:3][C:4]1[CH:25]=[CH:24][CH:23]=[CH:22][C:5]=1[CH2:6][N:7]1[C:11]2[CH:12]=[C:13]([C:16]([O:18]CC)=[O:17])[CH:14]=[CH:15][C:10]=2[N:9]=[C:8]1[CH3:21].Cl. Product: [C:16]([C:13]1[CH:14]=[CH:15][C:10]2[N:9]=[C:8]([CH3:21])[N:7]([CH2:6][C:5]3[CH:22]=[CH:23][CH:24]=[CH:25][C:4]=3[Cl:3])[C:11]=2[CH:12]=1)([OH:18])=[O:17]. The catalyst class is: 8. (7) Reactant: [OH:1][CH2:2][CH:3]1[CH2:8][NH:7][CH2:6][CH2:5][N:4]1[C:9]1[C:18]2[C:13](=[CH:14][C:15]([CH3:19])=[CH:16][CH:17]=2)[N:12]=[C:11]([C:20]2[CH:25]=[CH:24][CH:23]=[CH:22][C:21]=2[OH:26])[N:10]=1.[OH:27][C@H:28]([CH2:32][CH:33]([CH3:35])[CH3:34])[C:29](O)=[O:30].F[P-](F)(F)(F)(F)F.N1(O[P+](N(C)C)(N(C)C)N(C)C)C2C=CC=CC=2N=N1.C(N(CC)CC)C. Product: [OH:27][C@H:28]([CH2:32][CH:33]([CH3:35])[CH3:34])[C:29]([N:7]1[CH2:6][CH2:5][N:4]([C:9]2[C:18]3[C:13](=[CH:14][C:15]([CH3:19])=[CH:16][CH:17]=3)[N:12]=[C:11]([C:20]3[CH:25]=[CH:24][CH:23]=[CH:22][C:21]=3[OH:26])[N:10]=2)[CH:3]([CH2:2][OH:1])[CH2:8]1)=[O:30]. The catalyst class is: 735.